Task: Regression. Given two drug SMILES strings and cell line genomic features, predict the synergy score measuring deviation from expected non-interaction effect.. Dataset: NCI-60 drug combinations with 297,098 pairs across 59 cell lines (1) Cell line: HL-60(TB). Synergy scores: CSS=60.1, Synergy_ZIP=6.40, Synergy_Bliss=6.52, Synergy_Loewe=-13.9, Synergy_HSA=8.06. Drug 2: C1CN(CCN1C(=O)CCBr)C(=O)CCBr. Drug 1: COC1=C(C=C2C(=C1)N=CN=C2NC3=CC(=C(C=C3)F)Cl)OCCCN4CCOCC4. (2) Drug 1: C1CN(P(=O)(OC1)NCCCl)CCCl. Drug 2: CCC1(C2=C(COC1=O)C(=O)N3CC4=CC5=C(C=CC(=C5CN(C)C)O)N=C4C3=C2)O.Cl. Cell line: SF-295. Synergy scores: CSS=54.1, Synergy_ZIP=-0.918, Synergy_Bliss=-1.25, Synergy_Loewe=-73.0, Synergy_HSA=-2.54. (3) Drug 1: CC(CN1CC(=O)NC(=O)C1)N2CC(=O)NC(=O)C2. Drug 2: C1CN(CCN1C(=O)CCBr)C(=O)CCBr. Cell line: PC-3. Synergy scores: CSS=22.0, Synergy_ZIP=-3.13, Synergy_Bliss=-0.580, Synergy_Loewe=1.77, Synergy_HSA=2.97. (4) Drug 1: C1=CC=C(C=C1)NC(=O)CCCCCCC(=O)NO. Drug 2: C1CNP(=O)(OC1)N(CCCl)CCCl. Cell line: HCC-2998. Synergy scores: CSS=20.5, Synergy_ZIP=-3.23, Synergy_Bliss=-2.82, Synergy_Loewe=-0.396, Synergy_HSA=1.92. (5) Drug 1: C1CC(=O)NC(=O)C1N2CC3=C(C2=O)C=CC=C3N. Drug 2: C1=CC(=CC=C1CC(C(=O)O)N)N(CCCl)CCCl.Cl. Cell line: KM12. Synergy scores: CSS=6.34, Synergy_ZIP=-1.98, Synergy_Bliss=-8.15, Synergy_Loewe=-3.59, Synergy_HSA=-3.74. (6) Drug 1: CC(C1=C(C=CC(=C1Cl)F)Cl)OC2=C(N=CC(=C2)C3=CN(N=C3)C4CCNCC4)N. Drug 2: CC1C(C(CC(O1)OC2CC(CC3=C2C(=C4C(=C3O)C(=O)C5=CC=CC=C5C4=O)O)(C(=O)C)O)N)O. Cell line: DU-145. Synergy scores: CSS=38.4, Synergy_ZIP=1.19, Synergy_Bliss=0.528, Synergy_Loewe=-12.6, Synergy_HSA=-0.777. (7) Drug 1: CN(C)N=NC1=C(NC=N1)C(=O)N. Drug 2: CCN(CC)CCCC(C)NC1=C2C=C(C=CC2=NC3=C1C=CC(=C3)Cl)OC. Cell line: HS 578T. Synergy scores: CSS=10.6, Synergy_ZIP=0.974, Synergy_Bliss=5.01, Synergy_Loewe=3.21, Synergy_HSA=4.20. (8) Drug 1: C1C(C(OC1N2C=NC3=C(N=C(N=C32)Cl)N)CO)O. Drug 2: CCC1(CC2CC(C3=C(CCN(C2)C1)C4=CC=CC=C4N3)(C5=C(C=C6C(=C5)C78CCN9C7C(C=CC9)(C(C(C8N6C)(C(=O)OC)O)OC(=O)C)CC)OC)C(=O)OC)O.OS(=O)(=O)O. Cell line: HCT116. Synergy scores: CSS=52.0, Synergy_ZIP=-1.92, Synergy_Bliss=-4.67, Synergy_Loewe=-4.36, Synergy_HSA=-4.22.